From a dataset of Full USPTO retrosynthesis dataset with 1.9M reactions from patents (1976-2016). Predict the reactants needed to synthesize the given product. (1) Given the product [NH2:29][C:26]1[C:25]([O:30][CH2:31][CH:32]2[CH2:37][CH2:36][N:35]([C:2]3[N:7]=[C:6]([Cl:8])[N:5]=[C:4]([O:9][CH2:10][C@H:11]4[CH2:13][C@H:12]4[C:14]#[N:15])[N:3]=3)[CH2:34][CH2:33]2)=[CH:24][C:23]([C:21]2[N:20]=[CH:19][N:18]([CH3:17])[CH:22]=2)=[CH:28][N:27]=1, predict the reactants needed to synthesize it. The reactants are: Cl[C:2]1[N:7]=[C:6]([Cl:8])[N:5]=[C:4]([O:9][CH2:10][C@H:11]2[CH2:13][C@H:12]2[C:14]#[N:15])[N:3]=1.Cl.[CH3:17][N:18]1[CH:22]=[C:21]([C:23]2[CH:24]=[C:25]([O:30][CH2:31][CH:32]3[CH2:37][CH2:36][NH:35][CH2:34][CH2:33]3)[C:26]([NH2:29])=[N:27][CH:28]=2)[N:20]=[CH:19]1.C(Cl)Cl. (2) The reactants are: [CH2:1]([O:3][C:4]([C:6]1[S:10][C:9]2[CH:11]=[C:12]([CH:15]=O)[CH:13]=[CH:14][C:8]=2[CH:7]=1)=[O:5])[CH3:2].[CH3:17][O:18][C:19]1[CH:26]=[CH:25][C:22]([CH2:23][NH2:24])=[CH:21][CH:20]=1.C(O[BH-](OC(=O)C)OC(=O)C)(=O)C.[Na+].C(O)(=O)C. Given the product [CH2:1]([O:3][C:4]([C:6]1[S:10][C:9]2[CH:11]=[C:12]([CH2:15][NH:24][CH2:23][C:22]3[CH:25]=[CH:26][C:19]([O:18][CH3:17])=[CH:20][CH:21]=3)[CH:13]=[CH:14][C:8]=2[CH:7]=1)=[O:5])[CH3:2], predict the reactants needed to synthesize it. (3) Given the product [F:1][C:2]1[C:7]([O:8][C:9]2[CH:14]=[CH:13][CH:12]=[CH:11][CH:10]=2)=[CH:6][CH:5]=[CH:4][C:3]=1[C:15]([NH2:18])=[O:16], predict the reactants needed to synthesize it. The reactants are: [F:1][C:2]1[C:7]([O:8][C:9]2[CH:14]=[CH:13][CH:12]=[CH:11][CH:10]=2)=[CH:6][CH:5]=[CH:4][C:3]=1[C:15](Cl)=[O:16].[NH3:18].